From a dataset of Catalyst prediction with 721,799 reactions and 888 catalyst types from USPTO. Predict which catalyst facilitates the given reaction. (1) Reactant: Br[C:2]1[CH:7]=[CH:6][C:5]([C:8]2[CH2:12][CH:11]([CH2:13][NH:14][C:15]([C:17]3[S:18][C:19]([Cl:22])=[CH:20][CH:21]=3)=[O:16])[O:10][N:9]=2)=[CH:4][CH:3]=1.[N:23]1[CH:28]=[CH:27][CH:26]=[CH:25][C:24]=1[Sn](CCCC)(CCCC)CCCC. Product: [N:23]1[CH:28]=[CH:27][CH:26]=[CH:25][C:24]=1[C:2]1[CH:7]=[CH:6][C:5]([C:8]2[CH2:12][CH:11]([CH2:13][NH:14][C:15]([C:17]3[S:18][C:19]([Cl:22])=[CH:20][CH:21]=3)=[O:16])[O:10][N:9]=2)=[CH:4][CH:3]=1. The catalyst class is: 11. (2) Reactant: F[C:2]1[CH:7]=[CH:6][CH:5]=[C:4]([F:8])[C:3]=1[N+:9]([O-:11])=[O:10].[C:12]([NH:19][CH:20]1[CH2:25][CH2:24][NH:23][CH2:22][CH2:21]1)([O:14][C:15]([CH3:18])([CH3:17])[CH3:16])=[O:13]. Product: [F:8][C:4]1[C:3]([N+:9]([O-:11])=[O:10])=[C:2]([N:23]2[CH2:22][CH2:21][CH:20]([NH:19][C:12](=[O:13])[O:14][C:15]([CH3:17])([CH3:16])[CH3:18])[CH2:25][CH2:24]2)[CH:7]=[CH:6][CH:5]=1. The catalyst class is: 14. (3) Reactant: [CH2:1]([O:3][C:4]([C:6]1[C:7]2[C:15]([I:16])=[N:14][NH:13][C:8]=2[N:9]=[C:10]([Cl:12])[CH:11]=1)=[O:5])[CH3:2].O.C1(C)C=CC(S(O)(=O)=O)=CC=1.[O:29]1[CH:34]=[CH:33][CH2:32][CH2:31][CH2:30]1. Product: [CH2:1]([O:3][C:4]([C:6]1[C:7]2[C:15]([I:16])=[N:14][N:13]([CH:30]3[CH2:31][CH2:32][CH2:33][CH2:34][O:29]3)[C:8]=2[N:9]=[C:10]([Cl:12])[CH:11]=1)=[O:5])[CH3:2]. The catalyst class is: 22. (4) Reactant: [C@@H:1]1([O:12][C:13]2[C:17]([CH2:18][C:19]3[CH:24]=[CH:23][C:22]([S:25][CH3:26])=[CH:21][CH:20]=3)=[C:16]([CH3:27])[NH:15][N:14]=2)[O:9][C@H:8]([CH2:10][OH:11])[C@@H:6]([OH:7])[C@H:4]([OH:5])[C@H:2]1[OH:3].C(=O)([O-])[O-].[Cs+].[Cs+].Br[CH2:35][CH:36]1[CH2:38][CH2:37]1.[I-].[Na+]. Product: [CH:36]1([CH2:35][N:15]2[C:16]([CH3:27])=[C:17]([CH2:18][C:19]3[CH:24]=[CH:23][C:22]([S:25][CH3:26])=[CH:21][CH:20]=3)[C:13]([O:12][C@@H:1]3[O:9][C@H:8]([CH2:10][OH:11])[C@@H:6]([OH:7])[C@H:4]([OH:5])[C@H:2]3[OH:3])=[N:14]2)[CH2:38][CH2:37]1. The catalyst class is: 35. (5) Reactant: [CH2:1]1[C:11]2=[C:12]3[C:7](=[CH:8][CH:9]=[CH:10]2)[CH:6]([N:13]2[CH2:18][CH2:17][CH:16]([N:19]4[C:23]5[CH:24]=[CH:25][CH:26]=[CH:27][C:22]=5[N:21]([CH2:28][CH2:29][CH2:30]O)[C:20]4=[O:32])[CH2:15][CH2:14]2)[CH2:5][CH2:4][CH:3]3[CH2:2]1.[S:33]1[CH2:37][C:36](=[O:38])[NH:35][C:34]1=[O:39].C1(P(C2C=CC=CC=2)C2C=CC=CC=2)C=CC=CC=1.N(C(OCC)=O)=NC(OCC)=O. Product: [CH2:1]1[C:11]2=[C:12]3[C:7](=[CH:8][CH:9]=[CH:10]2)[CH:6]([N:13]2[CH2:18][CH2:17][CH:16]([N:19]4[C:23]5[CH:22]=[CH:27][CH:26]=[CH:25][C:24]=5[N:21]([CH2:28][CH2:29][CH2:30][N:35]5[C:36](=[O:38])[CH2:37][S:33][C:34]5=[O:39])[C:20]4=[O:32])[CH2:15][CH2:14]2)[CH2:5][CH2:4][CH:3]3[CH2:2]1. The catalyst class is: 182.